Dataset: Reaction yield outcomes from USPTO patents with 853,638 reactions. Task: Predict the reaction yield, written as a fraction of the theoretical maximum amount of product (1.0 means a 100% yield; for example, 0.34 means a 34% yield). (1) The reactants are [F:1][C:2]1[CH:3]=[C:4]([CH2:10][N:11]([CH3:19])[C:12](=[O:18])[O:13][C:14]([CH3:17])([CH3:16])[CH3:15])[CH:5]=[CH:6][C:7]=1[CH:8]=O.C([O-])(=O)C.[Na+].Cl.[NH2:26][OH:27]. The catalyst is C1COCC1. The product is [F:1][C:2]1[CH:3]=[C:4]([CH:5]=[CH:6][C:7]=1[CH:8]=[N:26][OH:27])[CH2:10][N:11]([CH3:19])[C:12](=[O:18])[O:13][C:14]([CH3:17])([CH3:16])[CH3:15]. The yield is 0.990. (2) The reactants are [F:1][C:2]1[CH:7]=[CH:6][CH:5]=[C:4](/[CH:8]=[CH:9]/[C:10]2[CH:15]=[CH:14][C:13]([N+:16]([O-])=O)=[CH:12][CH:11]=2)[CH:3]=1. The catalyst is C(OCC)(=O)C.[Pt]. The product is [F:1][C:2]1[CH:3]=[C:4](/[CH:8]=[CH:9]/[C:10]2[CH:11]=[CH:12][C:13]([NH2:16])=[CH:14][CH:15]=2)[CH:5]=[CH:6][CH:7]=1. The yield is 0.625. (3) The reactants are [H-].[Na+].[Cl:3][C:4]1[NH:5][C:6]2[C:11]([CH:12]=1)=[CH:10][CH:9]=[CH:8][CH:7]=2.Cl[CH2:14][N:15]1[CH2:19][CH:18]([CH2:20][CH2:21][CH3:22])[CH2:17][C:16]1=[O:23].O. The catalyst is CN(C=O)C. The product is [Cl:3][C:4]1[N:5]([CH2:14][N:15]2[CH2:19][CH:18]([CH2:20][CH2:21][CH3:22])[CH2:17][C:16]2=[O:23])[C:6]2[C:11]([CH:12]=1)=[CH:10][CH:9]=[CH:8][CH:7]=2. The yield is 0.420. (4) The reactants are Cl[C:2]1[C:3]([C:10]([O:12][CH3:13])=[O:11])=[N:4][N:5]([CH3:9])[C:6](=[O:8])[CH:7]=1.[F:14][C:15]1[CH:21]=[C:20]([S:22][CH3:23])[CH:19]=[CH:18][C:16]=1[NH2:17].C1C=CC(P(C2C(C3C(P(C4C=CC=CC=4)C4C=CC=CC=4)=CC=C4C=3C=CC=C4)=C3C(C=CC=C3)=CC=2)C2C=CC=CC=2)=CC=1.C([O-])([O-])=O.[Cs+].[Cs+].N#N. The catalyst is C1(C)C=CC=CC=1.CCOC(C)=O.CC([O-])=O.CC([O-])=O.[Pd+2]. The product is [F:14][C:15]1[CH:21]=[C:20]([S:22][CH3:23])[CH:19]=[CH:18][C:16]=1[NH:17][C:2]1[C:3]([C:10]([O:12][CH3:13])=[O:11])=[N:4][N:5]([CH3:9])[C:6](=[O:8])[CH:7]=1. The yield is 0.420. (5) The reactants are [O:1]1[C:5]2[CH:6]=[CH:7][C:8]([C:10]3([C:14](=[O:34])[CH2:15][N:16]4[CH2:21][CH2:20][CH2:19][CH:18]([CH2:22][O:23][C:24]5[CH:29]=[CH:28][C:27]([C:30]([F:33])([F:32])[F:31])=[CH:26][CH:25]=5)[CH2:17]4)[CH2:13][CH2:12][CH2:11]3)=[CH:9][C:4]=2[O:3][CH2:2]1.[BH4-].[Na+].O. The catalyst is CO. The product is [O:1]1[C:5]2[CH:6]=[CH:7][C:8]([C:10]3([CH:14]([OH:34])[CH2:15][N:16]4[CH2:21][CH2:20][CH2:19][CH:18]([CH2:22][O:23][C:24]5[CH:29]=[CH:28][C:27]([C:30]([F:33])([F:31])[F:32])=[CH:26][CH:25]=5)[CH2:17]4)[CH2:13][CH2:12][CH2:11]3)=[CH:9][C:4]=2[O:3][CH2:2]1. The yield is 0.660. (6) The reactants are Cl.[CH:2]([N:5]1[C:13]2[C:8](=[CH:9][C:10]([C:14]3[O:18][N:17]=[C:16]([C:19]4[C:20]([CH3:29])=[C:21]5[C:26](=[CH:27][CH:28]=4)[CH2:25][NH:24][CH2:23][CH2:22]5)[N:15]=3)=[CH:11][CH:12]=2)[CH:7]=[N:6]1)([CH3:4])[CH3:3].[C:30]([O:34][C:35]([CH3:38])([CH3:37])[CH3:36])(=[O:33])[CH:31]=[CH2:32]. No catalyst specified. The product is [C:35]([O:34][C:30](=[O:33])[CH2:31][CH2:32][N:24]1[CH2:23][CH2:22][C:21]2[C:26](=[CH:27][CH:28]=[C:19]([C:16]3[N:15]=[C:14]([C:10]4[CH:9]=[C:8]5[C:13](=[CH:12][CH:11]=4)[N:5]([CH:2]([CH3:4])[CH3:3])[N:6]=[CH:7]5)[O:18][N:17]=3)[C:20]=2[CH3:29])[CH2:25]1)([CH3:38])([CH3:37])[CH3:36]. The yield is 0.620. (7) The product is [CH:14]([C:13]1[NH:5][C:3](=[S:4])[NH:2][C:8](=[O:9])[C:7]=1[CH3:6])([CH3:16])[CH3:15]. The reactants are [Na].[NH2:2][C:3]([NH2:5])=[S:4].[CH3:6][CH:7]([C:13](=O)[CH:14]([CH3:16])[CH3:15])[C:8](OCC)=[O:9]. The yield is 0.780. The catalyst is C(O)C. (8) The yield is 1.00. The product is [OH:27][CH:26]1[O:33][C@H:32]([CH2:34][OH:35])[C@@H:30]([OH:31])[C@H:28]([OH:29])[C@H:25]1[NH:45][C:36]([CH3:37])=[O:44]. The reactants are C1N(CCO)CCN(CCS(O)(=O)=O)C1.P(O[C@H:25]([C@H:28]([C@H:30]([C@@H:32]([CH2:34][OH:35])[OH:33])[OH:31])[OH:29])[CH:26]=[O:27])(OP(O)(O)=O)(O)=O.[C@@H:36]1([N:45]2C=CC(=O)NC2=O)[O:44][C@H](CO)[C@@H](O)[C@H:37]1O. No catalyst specified.